Dataset: CYP1A2 inhibition data for predicting drug metabolism from PubChem BioAssay. Task: Regression/Classification. Given a drug SMILES string, predict its absorption, distribution, metabolism, or excretion properties. Task type varies by dataset: regression for continuous measurements (e.g., permeability, clearance, half-life) or binary classification for categorical outcomes (e.g., BBB penetration, CYP inhibition). Dataset: cyp1a2_veith. The drug is COC(=O)[C@@]1(Cc2ccc(OC)cc2)[C@H]2c3cc(C(=O)N(C)C)n(Cc4ccc(OC)c(OC)c4)c3C[C@H]2CN1C(=O)c1ccccc1. The result is 0 (non-inhibitor).